This data is from Forward reaction prediction with 1.9M reactions from USPTO patents (1976-2016). The task is: Predict the product of the given reaction. (1) Given the reactants [C:1]([C:3]1[CH:4]=[C:5]2[C:9](=[CH:10][CH:11]=1)[NH:8][C:7](=[O:12])[C:6]2([CH2:21][NH:22][C@@H:23]([CH3:29])[C:24]([N:26]([CH3:28])[CH3:27])=[O:25])[C:13]1[CH:18]=[CH:17][CH:16]=[CH:15][C:14]=1[O:19][CH3:20])#[N:2].[CH3:30][O:31][C:32]1[CH:37]=[C:36]([O:38][CH3:39])[CH:35]=[CH:34][C:33]=1[S:40](Cl)(=[O:42])=[O:41], predict the reaction product. The product is: [C:1]([C:3]1[CH:4]=[C:5]2[C:9](=[CH:10][CH:11]=1)[N:8]([S:40]([C:33]1[CH:34]=[CH:35][C:36]([O:38][CH3:39])=[CH:37][C:32]=1[O:31][CH3:30])(=[O:42])=[O:41])[C:7](=[O:12])[C:6]2([CH2:21][NH:22][C@@H:23]([CH3:29])[C:24]([N:26]([CH3:27])[CH3:28])=[O:25])[C:13]1[CH:18]=[CH:17][CH:16]=[CH:15][C:14]=1[O:19][CH3:20])#[N:2]. (2) Given the reactants Br[C:2]1[CH:7]=[CH:6][C:5]([C:8](=[O:10])[CH3:9])=[CH:4][CH:3]=1.[S:11]1[CH:15]=[CH:14][CH:13]=[C:12]1B(O)O.C(=O)([O-])[O-].[Na+].[Na+], predict the reaction product. The product is: [S:11]1[CH:15]=[CH:14][CH:13]=[C:12]1[C:2]1[CH:7]=[CH:6][C:5]([C:8](=[O:10])[CH3:9])=[CH:4][CH:3]=1. (3) Given the reactants [NH2:1][C:2]1[CH:7]=[CH:6][C:5]([C:8]([CH3:12])([CH3:11])[C:9]#[N:10])=[C:4]([C:13]2[CH:14]=[N:15][N:16]([CH3:18])[CH:17]=2)[CH:3]=1.[CH3:19][O:20][C:21]1[CH:22]=[C:23]([CH:27]=[CH:28][C:29]=1[O:30][CH3:31])[C:24](Cl)=[O:25], predict the reaction product. The product is: [C:9]([C:8]([CH3:11])([CH3:12])[C:5]1[CH:6]=[CH:7][C:2]([NH:1][C:24](=[O:25])[C:23]2[CH:27]=[CH:28][C:29]([O:30][CH3:31])=[C:21]([O:20][CH3:19])[CH:22]=2)=[CH:3][C:4]=1[C:13]1[CH:14]=[N:15][N:16]([CH3:18])[CH:17]=1)#[N:10]. (4) The product is: [NH:25]1[C:26]2[C:31](=[CH:30][CH:29]=[CH:28][CH:27]=2)[C:23]([N:17]2[CH2:18][CH2:19][N:20]([CH2:2][CH2:3][C:4]3[CH:9]=[CH:8][C:7]([N:10]([CH3:14])[C:11](=[O:13])[CH3:12])=[C:6]([CH3:15])[CH:5]=3)[CH2:21][CH2:22]2)=[N:24]1. Given the reactants Cl[CH2:2][CH2:3][C:4]1[CH:9]=[CH:8][C:7]([N:10]([CH3:14])[C:11](=[O:13])[CH3:12])=[C:6]([CH3:15])[CH:5]=1.Cl.[N:17]1([C:23]2[C:31]3[C:26](=[CH:27][CH:28]=[CH:29][CH:30]=3)[NH:25][N:24]=2)[CH2:22][CH2:21][NH:20][CH2:19][CH2:18]1, predict the reaction product.